This data is from NCI-60 drug combinations with 297,098 pairs across 59 cell lines. The task is: Regression. Given two drug SMILES strings and cell line genomic features, predict the synergy score measuring deviation from expected non-interaction effect. (1) Cell line: A549. Drug 2: C(CCl)NC(=O)N(CCCl)N=O. Drug 1: CCCCCOC(=O)NC1=NC(=O)N(C=C1F)C2C(C(C(O2)C)O)O. Synergy scores: CSS=3.17, Synergy_ZIP=-1.41, Synergy_Bliss=-0.295, Synergy_Loewe=1.26, Synergy_HSA=0.289. (2) Synergy scores: CSS=45.5, Synergy_ZIP=-2.48, Synergy_Bliss=-0.813, Synergy_Loewe=-18.3, Synergy_HSA=0.550. Drug 2: C1CN1C2=NC(=NC(=N2)N3CC3)N4CC4. Cell line: HOP-62. Drug 1: C1CN1P(=S)(N2CC2)N3CC3. (3) Drug 1: CC(C)CN1C=NC2=C1C3=CC=CC=C3N=C2N. Drug 2: N.N.Cl[Pt+2]Cl. Cell line: A498. Synergy scores: CSS=20.6, Synergy_ZIP=-6.48, Synergy_Bliss=-7.73, Synergy_Loewe=-9.04, Synergy_HSA=-8.10. (4) Drug 1: CC1=C(C(CCC1)(C)C)C=CC(=CC=CC(=CC(=O)O)C)C. Drug 2: C1=NC(=NC(=O)N1C2C(C(C(O2)CO)O)O)N. Cell line: SK-MEL-5. Synergy scores: CSS=3.17, Synergy_ZIP=-2.21, Synergy_Bliss=0.406, Synergy_Loewe=-9.49, Synergy_HSA=-3.27. (5) Drug 2: C(CN)CNCCSP(=O)(O)O. Synergy scores: CSS=15.6, Synergy_ZIP=-5.41, Synergy_Bliss=0.281, Synergy_Loewe=-10.2, Synergy_HSA=-1.70. Drug 1: C1=NC2=C(N1)C(=S)N=CN2. Cell line: HL-60(TB). (6) Drug 1: CN(C)C1=NC(=NC(=N1)N(C)C)N(C)C. Drug 2: CC1=C2C(C(=O)C3(C(CC4C(C3C(C(C2(C)C)(CC1OC(=O)C(C(C5=CC=CC=C5)NC(=O)OC(C)(C)C)O)O)OC(=O)C6=CC=CC=C6)(CO4)OC(=O)C)O)C)O. Cell line: HCC-2998. Synergy scores: CSS=21.6, Synergy_ZIP=1.78, Synergy_Bliss=-0.974, Synergy_Loewe=-47.3, Synergy_HSA=-4.48. (7) Drug 1: C1C(C(OC1N2C=C(C(=O)NC2=O)F)CO)O. Drug 2: CC12CCC3C(C1CCC2OP(=O)(O)O)CCC4=C3C=CC(=C4)OC(=O)N(CCCl)CCCl.[Na+]. Cell line: HOP-92. Synergy scores: CSS=11.8, Synergy_ZIP=-5.57, Synergy_Bliss=2.43, Synergy_Loewe=-21.4, Synergy_HSA=-0.307.